From a dataset of Catalyst prediction with 721,799 reactions and 888 catalyst types from USPTO. Predict which catalyst facilitates the given reaction. (1) The catalyst class is: 4. Product: [NH2:25][C:20]1[C:19]([C:11]2[N:10]([C:7]3[CH:6]=[CH:5][C:4]([CH2:3][NH:2][C:46]([NH:45][C:42]4[CH:43]=[CH:44][C:39]([C:35]([CH3:38])([CH3:37])[CH3:36])=[CH:40][CH:41]=4)=[O:47])=[CH:9][CH:8]=3)[C:14]3=[N:15][CH:16]=[CH:17][CH:18]=[C:13]3[N:12]=2)=[CH:24][CH:23]=[CH:22][N:21]=1. Reactant: Cl.[NH2:2][CH2:3][C:4]1[CH:9]=[CH:8][C:7]([N:10]2[C:14]3=[N:15][CH:16]=[CH:17][CH:18]=[C:13]3[N:12]=[C:11]2[C:19]2[C:20]([NH2:25])=[N:21][CH:22]=[CH:23][CH:24]=2)=[CH:6][CH:5]=1.C(N(C(C)C)CC)(C)C.[C:35]([C:39]1[CH:44]=[CH:43][C:42]([N:45]=[C:46]=[O:47])=[CH:41][CH:40]=1)([CH3:38])([CH3:37])[CH3:36].O. (2) Product: [Cl:1][C:2]1[CH:7]=[CH:6][C:5]([CH:8]([C:33]2[CH:34]=[CH:35][C:36]([Cl:39])=[CH:37][CH:38]=2)[C:9]2[CH:10]=[C:11]3[C:16](=[CH:17][CH:18]=2)[N:15]=[N:14][CH:13]=[C:12]3[NH:19][CH:20]2[CH2:24][CH2:23][NH:22][CH2:21]2)=[CH:4][CH:3]=1. The catalyst class is: 4. Reactant: [Cl:1][C:2]1[CH:7]=[CH:6][C:5]([C:8]([C:33]2[CH:38]=[CH:37][C:36]([Cl:39])=[CH:35][CH:34]=2)(O)[C:9]2[CH:10]=[C:11]3[C:16](=[CH:17][CH:18]=2)[N:15]=[N:14][CH:13]=[C:12]3[NH:19][CH:20]2[CH2:24][CH2:23][N:22](C(OC(C)(C)C)=O)[CH2:21]2)=[CH:4][CH:3]=1.[SiH](CC)(CC)CC.FC(F)(F)C(O)=O. (3) Reactant: [Cl:1][C:2]1[CH:3]=[C:4]2[C:10]([C:11]3[NH:12][C:13](=S=O)[C:14]([F:18])=[C:15](C)[N:16]=3)=[CH:9][N:8]([S:21]([C:24]3[CH:29]=[CH:28][C:27]([CH3:30])=[CH:26][CH:25]=3)(=[O:23])=[O:22])[C:5]2=[N:6][CH:7]=1.[C@H:31]1([NH2:38])[CH2:36][CH2:35][CH2:34][CH2:33][C@@H:32]1[NH2:37].CCN(C(C)C)C(C)C. Product: [Cl:1][C:2]1[CH:3]=[C:4]2[C:10]([C:11]3[N:12]=[C:13]([NH:37][C@H:32]4[CH2:33][CH2:34][CH2:35][CH2:36][C@@H:31]4[NH2:38])[C:14]([F:18])=[CH:15][N:16]=3)=[CH:9][N:8]([S:21]([C:24]3[CH:25]=[CH:26][C:27]([CH3:30])=[CH:28][CH:29]=3)(=[O:22])=[O:23])[C:5]2=[N:6][CH:7]=1. The catalyst class is: 1. (4) Reactant: [NH2:1][C:2]1[C:3]([NH:8][CH2:9][C@@H:10]2[CH2:14][CH2:13][CH2:12][N:11]2[C:15]([O:17][C:18]([CH3:21])([CH3:20])[CH3:19])=[O:16])=[N:4][CH:5]=[N:6][CH:7]=1.[N:22]([O-])=O.[Na+]. Product: [N:1]1[C:2]2[CH:7]=[N:6][CH:5]=[N:4][C:3]=2[N:8]([CH2:9][C@@H:10]2[CH2:14][CH2:13][CH2:12][N:11]2[C:15]([O:17][C:18]([CH3:21])([CH3:20])[CH3:19])=[O:16])[N:22]=1. The catalyst class is: 86. (5) Reactant: [CH2:1]([C:5]1[NH:6][C:7](=[O:15])[C:8]2[C:13]([CH3:14])=[N:12][O:11][C:9]=2[N:10]=1)[CH:2]([CH3:4])[CH3:3].[CH2:16](Br)[C:17]1[CH:22]=[CH:21][CH:20]=[CH:19][CH:18]=1.C(=O)([O-])[O-].[K+].[K+]. Product: [CH2:16]([N:6]1[C:7](=[O:15])[C:8]2[C:13]([CH3:14])=[N:12][O:11][C:9]=2[N:10]=[C:5]1[CH2:1][CH:2]([CH3:4])[CH3:3])[C:17]1[CH:22]=[CH:21][CH:20]=[CH:19][CH:18]=1. The catalyst class is: 18. (6) Reactant: [CH3:1][C:2]1[C:7]2[C:8]([C:11]([OH:13])=[O:12])=[N:9][S:10][C:6]=2[CH:5]=[C:4]([CH3:14])[CH:3]=1.OS(O)(=O)=O.[C:20]([O-])(O)=O.[Na+]. Product: [CH3:20][O:12][C:11]([C:8]1[C:7]2[C:2]([CH3:1])=[CH:3][C:4]([CH3:14])=[CH:5][C:6]=2[S:10][N:9]=1)=[O:13]. The catalyst class is: 5. (7) The catalyst class is: 2. Product: [F:34][CH2:23][O:22][C:19]1[CH:20]=[CH:21][C:16]([CH:14]2[CH2:15][N:9]3[C:10]([NH:11][N:12]4[C:4]([CH:1]([CH3:3])[CH3:2])=[N:5][CH:6]=[C:7]4[C:8]3=[O:27])=[N:13]2)=[CH:17][CH:18]=1. Reactant: [CH:1]([C:4]1[N:12]2[C:7]([C:8](=[O:27])[N:9]3[CH2:15][CH:14]([C:16]4[CH:21]=[CH:20][C:19]([O:22][CH2:23]S(C)=O)=[CH:18][CH:17]=4)[N:13]=[C:10]3[NH:11]2)=[CH:6][N:5]=1)([CH3:3])[CH3:2].CCN(S(F)(F)[F:34])CC.O.